The task is: Predict which catalyst facilitates the given reaction.. This data is from Catalyst prediction with 721,799 reactions and 888 catalyst types from USPTO. (1) Reactant: Br[CH:2]([CH:15]([CH3:17])[CH3:16])[CH2:3][N-:4][C:5]1[CH:10]=[C:9]([CH2:11][CH3:12])[CH:8]=[C:7]([CH3:13])[C:6]=1[OH:14].C(=O)([O-])[O-:19].[K+].[K+].O. Product: [CH2:11]([C:9]1[CH:8]=[C:7]([CH3:13])[C:6]2[O:14][CH:2]([CH:15]([CH3:17])[CH3:16])[C:3](=[O:19])[NH:4][C:5]=2[CH:10]=1)[CH3:12]. The catalyst class is: 9. (2) Reactant: [C:1]1([C:7]2[CH:8]=[CH:9][N:10]3[C:15]=2[C:14]([NH:16][CH2:17][C:18]2[CH:23]=[CH:22][CH:21]=[CH:20][N:19]=2)=[N:13][C:12]([CH:24]2[CH2:26][CH:25]2[C:27]#[N:28])=[N:11]3)[CH:6]=[CH:5][CH:4]=[CH:3][CH:2]=1.CC([O-:33])(C)C.[K+]. Product: [C:1]1([C:7]2[CH:8]=[CH:9][N:10]3[C:15]=2[C:14]([NH:16][CH2:17][C:18]2[CH:23]=[CH:22][CH:21]=[CH:20][N:19]=2)=[N:13][C:12]([CH:24]2[CH2:26][CH:25]2[C:27]([NH2:28])=[O:33])=[N:11]3)[CH:2]=[CH:3][CH:4]=[CH:5][CH:6]=1. The catalyst class is: 107. (3) Reactant: [CH3:1][C:2]1[N:7]=[C:6]([C:8]2[CH:13]=[CH:12][CH:11]=[C:10]([C:14]3[CH:15]=[C:16]([S:20](Cl)(=[O:22])=[O:21])[CH:17]=[CH:18][CH:19]=3)[N:9]=2)[CH:5]=[C:4]([C:24]2[CH:29]=[CH:28][C:27]([C:30]([F:33])([F:32])[F:31])=[CH:26][CH:25]=2)[CH:3]=1.[CH3:34][O:35][CH2:36][CH2:37][NH2:38]. Product: [CH3:34][O:35][CH2:36][CH2:37][NH:38][S:20]([C:16]1[CH:17]=[CH:18][CH:19]=[C:14]([C:10]2[N:9]=[C:8]([C:6]3[CH:5]=[C:4]([C:24]4[CH:29]=[CH:28][C:27]([C:30]([F:31])([F:32])[F:33])=[CH:26][CH:25]=4)[CH:3]=[C:2]([CH3:1])[N:7]=3)[CH:13]=[CH:12][CH:11]=2)[CH:15]=1)(=[O:22])=[O:21]. The catalyst class is: 49. (4) Reactant: Cl.[C:2]1([C:8]([CH:10]2[CH2:15][CH2:14][NH:13][CH2:12][CH2:11]2)=[O:9])[CH:7]=[CH:6][CH:5]=[CH:4][CH:3]=1.[CH3:16][C:17](OC(C)=O)=[O:18]. Product: [C:8]([CH:10]1[CH2:15][CH2:14][N:13]([C:17](=[O:18])[CH3:16])[CH2:12][CH2:11]1)(=[O:9])[C:2]1[CH:3]=[CH:4][CH:5]=[CH:6][CH:7]=1. The catalyst class is: 2. (5) Reactant: [CH2:1]([O:5][C:6]([C:8]1[N:9]=[C:10](Br)[C:11]2[C:16]([C:17]=1[OH:18])=[CH:15][CH:14]=[CH:13][CH:12]=2)=[O:7])[CH2:2][CH2:3][CH3:4].[C:20]([Cu])#[N:21].CN(C)C=O.C(OCC)(=O)C. Product: [CH2:1]([O:5][C:6]([C:8]1[N:9]=[C:10]([C:20]#[N:21])[C:11]2[C:16]([C:17]=1[OH:18])=[CH:15][CH:14]=[CH:13][CH:12]=2)=[O:7])[CH2:2][CH2:3][CH3:4]. The catalyst class is: 6. (6) Reactant: CC(C)(OC([NH:7][CH2:8][C:9]([NH:11][CH:12]([C:19]1[CH:20]=[N:21][CH:22]=[CH:23][CH:24]=1)[CH2:13][C:14]([O:16][CH2:17][CH3:18])=[O:15])=[O:10])=O)C.[ClH:26]. Product: [ClH:26].[ClH:26].[NH2:7][CH2:8][C:9]([NH:11][CH:12]([C:19]1[CH:20]=[N:21][CH:22]=[CH:23][CH:24]=1)[CH2:13][C:14]([O:16][CH2:17][CH3:18])=[O:15])=[O:10]. The catalyst class is: 12. (7) Reactant: Cl[C:2]1[CH:3]=[C:4]([NH:10][C:11]2[CH:20]=[C:14]3[CH2:15][N:16]([CH3:19])[CH2:17][CH2:18][N:13]3[N:12]=2)[C:5](=[O:9])[N:6]([CH3:8])[N:7]=1.[B:21]1(B2OC(C)(C)C(C)(C)O2)[O:25]C(C)(C)C(C)(C)[O:22]1.CC(C1C=C(C(C)C)C(C2C=CC=CC=2P(C2CCCCC2)C2CCCCC2)=C(C(C)C)C=1)C.C([O-])(=O)C.[K+]. Product: [CH3:8][N:6]1[C:5](=[O:9])[C:4]([NH:10][C:11]2[CH:20]=[C:14]3[CH2:15][N:16]([CH3:19])[CH2:17][CH2:18][N:13]3[N:12]=2)=[CH:3][C:2]([B:21]([OH:25])[OH:22])=[N:7]1. The catalyst class is: 102. (8) Reactant: [C:1]([O:5][C:6](=[O:17])[C:7]1[CH:12]=[CH:11][C:10]([CH:13]=[N:14][OH:15])=[CH:9][C:8]=1[CH3:16])([CH3:4])([CH3:3])[CH3:2].ClN1C(=O)CCC1=O.[Cl:26][C:27]1[CH:34]=[C:33]([C:35]([C:37]([F:40])([F:39])[F:38])=[CH2:36])[CH:32]=[C:31]([Cl:41])[C:28]=1[C:29]#[N:30].C(N(CC)CC)C. Product: [C:1]([O:5][C:6](=[O:17])[C:7]1[CH:12]=[CH:11][C:10]([C:13]2[CH2:36][C:35]([C:33]3[CH:32]=[C:31]([Cl:41])[C:28]([C:29]#[N:30])=[C:27]([Cl:26])[CH:34]=3)([C:37]([F:38])([F:40])[F:39])[O:15][N:14]=2)=[CH:9][C:8]=1[CH3:16])([CH3:4])([CH3:3])[CH3:2]. The catalyst class is: 288.